From a dataset of Full USPTO retrosynthesis dataset with 1.9M reactions from patents (1976-2016). Predict the reactants needed to synthesize the given product. (1) Given the product [N+:10]([C:13]([CH3:14])=[CH:1][C:3]1[N:4]=[CH:5][S:6][CH:7]=1)([O-:12])=[O:11], predict the reactants needed to synthesize it. The reactants are: [CH:1]([C:3]1[N:4]=[CH:5][S:6][CH:7]=1)=O.[F-].[K+].[N+:10]([CH3:13])([O-:12])=[O:11].[CH:14](O)(C)C. (2) Given the product [C:1]([O:5][C:6]([N:8]1[CH2:13][CH2:12][N:11]2[C:14]([C:37]([F:39])([F:38])[F:36])=[N:15][C:16]([CH3:17])=[C:10]2[CH:9]1[CH2:19][CH2:20][C:21]1[CH:26]=[CH:25][C:24]([C:27]([F:30])([F:29])[F:28])=[CH:23][CH:22]=1)=[O:7])([CH3:4])([CH3:3])[CH3:2], predict the reactants needed to synthesize it. The reactants are: [C:1]([O:5][C:6]([N:8]1[CH2:13][CH2:12][N:11]2[C:14](Br)=[N:15][C:16]([CH3:17])=[C:10]2[CH:9]1[CH2:19][CH2:20][C:21]1[CH:26]=[CH:25][C:24]([C:27]([F:30])([F:29])[F:28])=[CH:23][CH:22]=1)=[O:7])([CH3:4])([CH3:3])[CH3:2].CN(C=O)C.[F:36][C:37]([Si](C)(C)C)([F:39])[F:38].[F-].[K+].